From a dataset of Peptide-MHC class I binding affinity with 185,985 pairs from IEDB/IMGT. Regression. Given a peptide amino acid sequence and an MHC pseudo amino acid sequence, predict their binding affinity value. This is MHC class I binding data. The peptide sequence is LLSTTEWQV. The MHC is HLA-A02:03 with pseudo-sequence HLA-A02:03. The binding affinity (normalized) is 0.579.